Dataset: Forward reaction prediction with 1.9M reactions from USPTO patents (1976-2016). Task: Predict the product of the given reaction. Given the reactants [F:1][C:2]([F:17])([F:16])[C:3]1[CH:4]=[C:5]([CH:13]=[CH:14][CH:15]=1)[CH2:6][N:7]1[CH2:12][CH2:11][NH:10][CH2:9][CH2:8]1.[O:18]=[C:19]1[C:24]([C:31]2[CH:36]=[CH:35][CH:34]=[CH:33][CH:32]=2)([C:25]2[CH:30]=[CH:29][CH:28]=[CH:27][CH:26]=2)[CH2:23][CH2:22][CH2:21][N:20]1[CH2:37][C:38](O)=[O:39].Cl.C(N=C=NCCCN(C)C)C, predict the reaction product. The product is: [O:39]=[C:38]([N:10]1[CH2:11][CH2:12][N:7]([CH2:6][C:5]2[CH:13]=[CH:14][CH:15]=[C:3]([C:2]([F:1])([F:16])[F:17])[CH:4]=2)[CH2:8][CH2:9]1)[CH2:37][N:20]1[CH2:21][CH2:22][CH2:23][C:24]([C:31]2[CH:36]=[CH:35][CH:34]=[CH:33][CH:32]=2)([C:25]2[CH:30]=[CH:29][CH:28]=[CH:27][CH:26]=2)[C:19]1=[O:18].